This data is from Cav3 T-type calcium channel HTS with 100,875 compounds. The task is: Binary Classification. Given a drug SMILES string, predict its activity (active/inactive) in a high-throughput screening assay against a specified biological target. (1) The compound is O=C1N(CCC(=O)NCc2occc2)C(=O)c2c1cccc2. The result is 0 (inactive). (2) The result is 0 (inactive). The drug is O1CCN(CC1)c1nc(N2CCCCC2)nc(n1)C#N. (3) The compound is O=C(N1CCN(CC1)c1c(ccc(c1)C)C)Cc1c2c(n(c1)C)cccc2. The result is 1 (active). (4) The drug is Fc1ccc(N2C(=O)C(N3CCN(CC3)c3ccc(cc3)C(=O)c3cccnc3)CC2=O)cc1. The result is 0 (inactive). (5) The molecule is Clc1cc(COC(=O)C2NC(=O)CC2)c(OC(F)F)cc1. The result is 0 (inactive). (6) The compound is n1(c(N)c(c2nc3c(nc12)cccc3)c1n(c2c(n1)cccc2)C)CCc1ccccc1. The result is 0 (inactive). (7) The compound is O1CCN(n2c(c3c(n(c(=O)n(c3=O)C)C)c2)c2ccc(OC)cc2)CC1. The result is 0 (inactive).